Dataset: Catalyst prediction with 721,799 reactions and 888 catalyst types from USPTO. Task: Predict which catalyst facilitates the given reaction. (1) Reactant: [CH2:1]([O:8][CH2:9][CH2:10][CH2:11][O:12][C:13]1[CH:18]=[CH:17][C:16]([CH:19]2[CH2:24][CH2:23][N:22](C(OC(C)(C)C)=O)[CH2:21][CH:20]2[O:32][CH2:33][C:34]2[CH:43]=[CH:42][C:41]3[C:36](=[CH:37][C:38]([OH:44])=[CH:39][CH:40]=3)[CH:35]=2)=[CH:15][CH:14]=1)[C:2]1[CH:7]=[CH:6][CH:5]=[CH:4][CH:3]=1.[ClH:45]. Product: [ClH:45].[CH2:1]([O:8][CH2:9][CH2:10][CH2:11][O:12][C:13]1[CH:14]=[CH:15][C:16]([CH:19]2[CH2:24][CH2:23][NH:22][CH2:21][CH:20]2[O:32][CH2:33][C:34]2[CH:35]=[C:36]3[C:41]([CH:40]=[CH:39][C:38]([OH:44])=[CH:37]3)=[CH:42][CH:43]=2)=[CH:17][CH:18]=1)[C:2]1[CH:7]=[CH:6][CH:5]=[CH:4][CH:3]=1. The catalyst class is: 5. (2) Reactant: C1(P(C2C=CC=CC=2)C2C=CC=CC=2)C=CC=CC=1.CC(OC(/N=N/C(OC(C)C)=O)=O)C.[C:34]([N:41]1[CH2:45][CH2:44][CH:43](O)[CH2:42]1)([O:36][C:37]([CH3:40])([CH3:39])[CH3:38])=[O:35].[Br:47][C:48]1[CH:53]=[CH:52][N:51]=[C:50]([OH:54])[CH:49]=1. Product: [Br:47][C:48]1[CH:53]=[CH:52][N:51]([CH:43]2[CH2:44][CH2:45][N:41]([C:34]([O:36][C:37]([CH3:40])([CH3:39])[CH3:38])=[O:35])[CH2:42]2)[C:50](=[O:54])[CH:49]=1. The catalyst class is: 20. (3) Reactant: [OH:1][C:2]1[CH:3]=[C:4]([CH:8]=[CH:9][C:10]=1[OH:11])[C:5]([OH:7])=O.CCN=C=NCCCN(C)C.CCN(C(C)C)C(C)C.C1C=CC2N(O)N=NC=2C=1.[NH2:42][CH2:43][CH2:44][NH:45][C:46](=[O:72])[CH2:47][C@@H:48]1[N:54]=[C:53]([C:55]2[CH:60]=[CH:59][C:58]([Cl:61])=[CH:57][CH:56]=2)[C:52]2[CH:62]=[C:63]([O:66][CH3:67])[CH:64]=[CH:65][C:51]=2[N:50]2[C:68]([CH3:71])=[N:69][N:70]=[C:49]12. Product: [Cl:61][C:58]1[CH:59]=[CH:60][C:55]([C:53]2[C:52]3[CH:62]=[C:63]([O:66][CH3:67])[CH:64]=[CH:65][C:51]=3[N:50]3[C:68]([CH3:71])=[N:69][N:70]=[C:49]3[C@H:48]([CH2:47][C:46]([NH:45][CH2:44][CH2:43][NH:42][C:5](=[O:7])[C:4]3[CH:8]=[CH:9][C:10]([OH:11])=[C:2]([OH:1])[CH:3]=3)=[O:72])[N:54]=2)=[CH:56][CH:57]=1. The catalyst class is: 3.